From a dataset of CYP2D6 inhibition data for predicting drug metabolism from PubChem BioAssay. Regression/Classification. Given a drug SMILES string, predict its absorption, distribution, metabolism, or excretion properties. Task type varies by dataset: regression for continuous measurements (e.g., permeability, clearance, half-life) or binary classification for categorical outcomes (e.g., BBB penetration, CYP inhibition). Dataset: cyp2d6_veith. (1) The molecule is COc1ccccc1CNC(=O)C1CCN(S(=O)(=O)N2CC(C)CC(C)C2)CC1. The result is 0 (non-inhibitor). (2) The drug is N#Cc1cccc(-c2nc(NCc3cccnc3)c3ccccc3n2)c1. The result is 0 (non-inhibitor). (3) The compound is Nc1ccc(S(=O)(=O)NC(=O)c2ccccc2)cc1. The result is 0 (non-inhibitor). (4) The molecule is O=C(c1ccco1)N1CCC2(CCCN(C(c3ccccc3)c3ccccc3)C2)CC1. The result is 1 (inhibitor). (5) The compound is CN1CCN(c2ccc([N+](=O)[O-])c(N/N=C3\CN4CCC3CC4)c2)CC1. The result is 0 (non-inhibitor). (6) The compound is CO/N=C(\C(=O)N[C@@H]1C(=O)N2C(C(=O)[O-])=C(COC(N)=O)CS[C@@H]12)c1ccco1.[Na+]. The result is 0 (non-inhibitor). (7) The result is 0 (non-inhibitor). The molecule is Cc1ccc2cc(C)c3nnc(SCC(=O)NCc4ccco4)n3c2c1.